From a dataset of Full USPTO retrosynthesis dataset with 1.9M reactions from patents (1976-2016). Predict the reactants needed to synthesize the given product. (1) The reactants are: [NH2:1][C:2]1[CH:10]=[CH:9][C:8]([O:11][C:12]([F:15])([F:14])[F:13])=[CH:7][C:3]=1[C:4]([OH:6])=[O:5].OS(O)(=O)=O.[CH3:21]O. Given the product [NH2:1][C:2]1[CH:10]=[CH:9][C:8]([O:11][C:12]([F:13])([F:14])[F:15])=[CH:7][C:3]=1[C:4]([O:6][CH3:21])=[O:5], predict the reactants needed to synthesize it. (2) Given the product [ClH:1].[F:15][C:14]([F:17])([F:16])[C:11]1[CH:12]=[CH:13][C:8]([C:5]2[S:6][CH:7]=[C:3]([CH2:2][NH2:18])[N:4]=2)=[CH:9][CH:10]=1, predict the reactants needed to synthesize it. The reactants are: [Cl:1][CH2:2][C:3]1[N:4]=[C:5]([C:8]2[CH:13]=[CH:12][C:11]([C:14]([F:17])([F:16])[F:15])=[CH:10][CH:9]=2)[S:6][CH:7]=1.[NH3:18].CO.[I-].[Na+]. (3) Given the product [CH3:52][O:51][C:49](=[O:50])[NH:48][CH:44]([C:43]([N:39]1[CH2:40][CH2:41][CH2:42][CH:38]1[C:35]1[NH:34][C:33]([C:26]2[CH:27]=[CH:28][C:29]3[C:30]4[C:21](=[CH:20][C:19]([C:16]5[NH:15][C:14]([CH:13]6[CH:12]7[CH2:54][CH:9]([CH2:10][CH2:11]7)[N:8]6[C:68](=[O:69])[CH:67]([NH:66][C:64]([O:63][CH3:62])=[O:65])[CH3:71])=[N:18][CH:17]=5)=[CH:32][CH:31]=4)[CH2:22][CH2:23][C:24]=3[CH:25]=2)=[CH:37][N:36]=1)=[O:53])[CH:45]([CH3:47])[CH3:46].[C:57]([OH:59])([C:56]([F:61])([F:60])[F:55])=[O:58], predict the reactants needed to synthesize it. The reactants are: C(OC([N:8]1[CH:13]([C:14]2[NH:15][C:16]([C:19]3[CH:32]=[CH:31][C:30]4[C:29]5[C:24](=[CH:25][C:26]([C:33]6[NH:34][C:35]([CH:38]7[CH2:42][CH2:41][CH2:40][N:39]7[C:43](=[O:53])[CH:44]([NH:48][C:49]([O:51][CH3:52])=[O:50])[CH:45]([CH3:47])[CH3:46])=[N:36][CH:37]=6)=[CH:27][CH:28]=5)[CH2:23][CH2:22][C:21]=4[CH:20]=3)=[CH:17][N:18]=2)[CH:12]2[CH2:54][CH:9]1[CH2:10][CH2:11]2)=O)(C)(C)C.[F:55][C:56]([F:61])([F:60])[C:57]([OH:59])=[O:58].[CH3:62][O:63][C:64]([NH:66][CH:67]([CH3:71])[C:68](O)=[O:69])=[O:65].CN(C(ON1N=NC2C=CC=NC1=2)=[N+](C)C)C.F[P-](F)(F)(F)(F)F. (4) Given the product [Br:1][CH2:2][CH:3]([C:5]1[S:6][CH:7]=[CH:8][CH:9]=1)[OH:4], predict the reactants needed to synthesize it. The reactants are: [Br:1][CH2:2][C:3]([C:5]1[S:6][CH:7]=[CH:8][CH:9]=1)=[O:4].[BH4-].[Na+]. (5) Given the product [Cl:1][C:2]1[CH:3]=[CH:4][C:5]2[C:15](=[C:16]3[CH2:17][CH2:18][N:19]([CH2:54][CH2:41][CH2:40][CH2:39][CH2:38][CH2:35][C:33]4[N:32]=[CH:31][NH:30][CH:34]=4)[CH2:20][CH2:21]3)[C:10]3=[N:11][CH:12]=[CH:13][CH:14]=[C:9]3[CH2:8][CH2:7][C:6]=2[CH:22]=1, predict the reactants needed to synthesize it. The reactants are: [Cl:1][C:2]1[CH:3]=[CH:4][C:5]2[C:15](=[C:16]3[CH2:21][CH2:20][NH:19][CH2:18][CH2:17]3)[C:10]3=[N:11][CH:12]=[CH:13][CH:14]=[C:9]3[CH2:8][CH2:7][C:6]=2[CH:22]=1.C1(C(C2C=CC=CC=2)(C2C=CC=CC=2)[N:30]2[CH:34]=[C:33]([CH:35]([CH2:38][CH2:39][CH2:40][CH3:41])C=O)[N:32]=[CH:31]2)C=CC=CC=1.[CH3:54]S(O)(=O)=O.S([O-])([O-])(=O)=O.[Mg+2].C([BH3-])#N.[Na+].O1CCCC1. (6) Given the product [F:28][C:29]([F:42])([F:41])[S:30]([O:33][C:3]1[C:4]2[C:5]3[C:10](=[CH:9][CH:8]=[CH:7][CH:6]=3)[C:11]3[C:16](=[CH:15][CH:14]=[CH:13][CH:12]=3)[C:17]=2[CH:18]=[CH:19][CH:2]=1)(=[O:32])=[O:31], predict the reactants needed to synthesize it. The reactants are: O[C:2]1[CH:19]=[CH:18][C:17]2[C:16]3[C:11](=[CH:12][CH:13]=[CH:14][CH:15]=3)[C:10]3[C:5](=[CH:6][CH:7]=[CH:8][CH:9]=3)[C:4]=2[CH:3]=1.CC1C=CC=C(C)N=1.[F:28][C:29]([F:42])([F:41])[S:30]([O:33]S(C(F)(F)F)(=O)=O)(=[O:32])=[O:31]. (7) Given the product [CH2:1]([O:8][C:9]1[CH:10]=[CH:11][C:12]([C:15]2[NH:19][C:18]3[CH:20]=[C:21]([C:23]([O:25][CH2:26][CH3:27])=[O:24])[S:22][C:17]=3[C:16]=2[CH:36]2[CH2:35][CH2:34][CH2:33][CH:32]=[CH:31]2)=[CH:13][CH:14]=1)[C:2]1[CH:7]=[CH:6][CH:5]=[CH:4][CH:3]=1, predict the reactants needed to synthesize it. The reactants are: [CH2:1]([O:8][C:9]1[CH:14]=[CH:13][C:12]([C:15]2[NH:19][C:18]3[CH:20]=[C:21]([C:23]([O:25][CH2:26][CH3:27])=[O:24])[S:22][C:17]=3[CH:16]=2)=[CH:11][CH:10]=1)[C:2]1[CH:7]=[CH:6][CH:5]=[CH:4][CH:3]=1.[H-].[Na+].Br[CH:31]1[CH2:36][CH2:35][CH2:34][CH:33]=[CH:32]1.C(OCC)(=O)C. (8) The reactants are: [ClH:1].C(OCC)(=O)C.C(O[C:13]([N:15]([CH2:17][C@@:18]1([CH2:27][C:28]([OH:30])=[O:29])[CH2:24][C@H:23]2[C@@H:19]1[CH:20]=[C:21]([CH2:25][CH3:26])[CH2:22]2)C)=O)(C)(C)C. Given the product [ClH:1].[CH2:25]([C:21]1[CH2:22][C@@H:23]2[C@H:19]([CH:20]=1)[C@@:18]([CH2:27][C:28]([OH:30])=[O:29])([CH2:17][NH:15][CH3:13])[CH2:24]2)[CH3:26], predict the reactants needed to synthesize it.